From a dataset of NCI-60 drug combinations with 297,098 pairs across 59 cell lines. Regression. Given two drug SMILES strings and cell line genomic features, predict the synergy score measuring deviation from expected non-interaction effect. (1) Drug 1: CC(C1=C(C=CC(=C1Cl)F)Cl)OC2=C(N=CC(=C2)C3=CN(N=C3)C4CCNCC4)N. Synergy scores: CSS=19.7, Synergy_ZIP=1.41, Synergy_Bliss=2.03, Synergy_Loewe=-9.23, Synergy_HSA=3.08. Drug 2: CC1CCC2CC(C(=CC=CC=CC(CC(C(=O)C(C(C(=CC(C(=O)CC(OC(=O)C3CCCCN3C(=O)C(=O)C1(O2)O)C(C)CC4CCC(C(C4)OC)O)C)C)O)OC)C)C)C)OC. Cell line: SF-539. (2) Drug 1: CCCS(=O)(=O)NC1=C(C(=C(C=C1)F)C(=O)C2=CNC3=C2C=C(C=N3)C4=CC=C(C=C4)Cl)F. Drug 2: CC1=C2C(C(=O)C3(C(CC4C(C3C(C(C2(C)C)(CC1OC(=O)C(C(C5=CC=CC=C5)NC(=O)OC(C)(C)C)O)O)OC(=O)C6=CC=CC=C6)(CO4)OC(=O)C)O)C)O. Cell line: SF-539. Synergy scores: CSS=42.4, Synergy_ZIP=-1.22, Synergy_Bliss=-0.560, Synergy_Loewe=-31.0, Synergy_HSA=0.0212. (3) Synergy scores: CSS=41.8, Synergy_ZIP=5.82, Synergy_Bliss=9.03, Synergy_Loewe=9.54, Synergy_HSA=10.0. Drug 2: C1=NC(=NC(=O)N1C2C(C(C(O2)CO)O)O)N. Drug 1: C1=C(C(=O)NC(=O)N1)F. Cell line: MCF7. (4) Drug 1: CCC(=C(C1=CC=CC=C1)C2=CC=C(C=C2)OCCN(C)C)C3=CC=CC=C3.C(C(=O)O)C(CC(=O)O)(C(=O)O)O. Drug 2: C1CC(=O)NC(=O)C1N2C(=O)C3=CC=CC=C3C2=O. Cell line: SW-620. Synergy scores: CSS=14.0, Synergy_ZIP=-3.83, Synergy_Bliss=-0.952, Synergy_Loewe=-4.89, Synergy_HSA=-0.300. (5) Drug 1: CC1CCC2CC(C(=CC=CC=CC(CC(C(=O)C(C(C(=CC(C(=O)CC(OC(=O)C3CCCCN3C(=O)C(=O)C1(O2)O)C(C)CC4CCC(C(C4)OC)OCCO)C)C)O)OC)C)C)C)OC. Drug 2: CC1=C(C(=O)C2=C(C1=O)N3CC4C(C3(C2COC(=O)N)OC)N4)N. Cell line: TK-10. Synergy scores: CSS=6.08, Synergy_ZIP=-4.62, Synergy_Bliss=-0.586, Synergy_Loewe=-2.22, Synergy_HSA=-0.644. (6) Drug 1: C(=O)(N)NO. Drug 2: C(CCl)NC(=O)N(CCCl)N=O. Cell line: HCT-15. Synergy scores: CSS=12.0, Synergy_ZIP=3.84, Synergy_Bliss=8.36, Synergy_Loewe=0.265, Synergy_HSA=2.83. (7) Drug 1: CCCCC(=O)OCC(=O)C1(CC(C2=C(C1)C(=C3C(=C2O)C(=O)C4=C(C3=O)C=CC=C4OC)O)OC5CC(C(C(O5)C)O)NC(=O)C(F)(F)F)O. Drug 2: CCN(CC)CCCC(C)NC1=C2C=C(C=CC2=NC3=C1C=CC(=C3)Cl)OC. Cell line: SK-MEL-5. Synergy scores: CSS=67.4, Synergy_ZIP=-2.77, Synergy_Bliss=-3.52, Synergy_Loewe=-5.17, Synergy_HSA=-3.16. (8) Drug 1: C1CN1C2=NC(=NC(=N2)N3CC3)N4CC4. Drug 2: CN(C)C1=NC(=NC(=N1)N(C)C)N(C)C. Cell line: COLO 205. Synergy scores: CSS=39.5, Synergy_ZIP=3.56, Synergy_Bliss=4.17, Synergy_Loewe=2.94, Synergy_HSA=3.10. (9) Drug 1: CS(=O)(=O)C1=CC(=C(C=C1)C(=O)NC2=CC(=C(C=C2)Cl)C3=CC=CC=N3)Cl. Cell line: SF-539. Drug 2: C1CCC(CC1)NC(=O)N(CCCl)N=O. Synergy scores: CSS=28.1, Synergy_ZIP=-9.87, Synergy_Bliss=-0.551, Synergy_Loewe=-10.4, Synergy_HSA=-0.235. (10) Drug 1: C1CN1P(=S)(N2CC2)N3CC3. Drug 2: CC1CCC2CC(C(=CC=CC=CC(CC(C(=O)C(C(C(=CC(C(=O)CC(OC(=O)C3CCCCN3C(=O)C(=O)C1(O2)O)C(C)CC4CCC(C(C4)OC)O)C)C)O)OC)C)C)C)OC. Cell line: NCI-H226. Synergy scores: CSS=25.8, Synergy_ZIP=0.305, Synergy_Bliss=1.78, Synergy_Loewe=-0.158, Synergy_HSA=0.181.